Dataset: Reaction yield outcomes from USPTO patents with 853,638 reactions. Task: Predict the reaction yield, written as a fraction of the theoretical maximum amount of product (1.0 means a 100% yield; for example, 0.34 means a 34% yield). (1) The reactants are COC(=O)C([CH:7]1[CH2:11][CH2:10][CH2:9][CH2:8]1)C=O.[C:13]([NH2:21])(=N)[C:14]1C=CC=CC=1.[Cl:22][C:23]1[CH:24]=[CH:25][C:26]([F:32])=[C:27]([CH:31]=1)[C:28]([NH2:30])=N.[CH2:33]([OH:35])C. No catalyst specified. The product is [Cl:22][C:23]1[CH:24]=[CH:25][C:26]([F:32])=[C:27]([C:28]2[NH:30][C:33](=[O:35])[N:21]([CH:7]3[CH2:8][CH2:9][CH2:10][CH2:11]3)[CH2:13][CH:14]=2)[CH:31]=1. The yield is 0.510. (2) The reactants are [N+:1]([C:4]1[CH:5]=[C:6]2[C:11](=[CH:12][CH:13]=1)[C:9](=[O:10])[O:8][CH:7]2[B:14]([OH:16])[OH:15])([O-])=O.C([O-])=O.[NH4+]. The catalyst is [Pd].O1CCCC1. The product is [NH2:1][C:4]1[CH:5]=[C:6]2[C:11](=[CH:12][CH:13]=1)[C:9](=[O:10])[O:8][CH:7]2[B:14]([OH:16])[OH:15]. The yield is 0.495. (3) The reactants are [Cl:1][C:2]1[CH:3]=[C:4]([NH2:20])[CH:5]=[C:6]([Cl:19])[C:7]=1[O:8][C:9]1[S:10][C:11]2[CH:17]=[C:16]([Cl:18])[CH:15]=[CH:14][C:12]=2[N:13]=1.Cl[C:22]1[CH:23]=[C:24]([S:32](Cl)(=[O:34])=[O:33])[CH:25]=[CH:26][C:27]=1[C:28]([F:31])([F:30])[F:29].O.[ClH:37]. The catalyst is N1C=CC=CC=1. The product is [Cl:37][C:25]1[CH:26]=[C:27]([C:28]([F:31])([F:30])[F:29])[CH:22]=[CH:23][C:24]=1[S:32]([NH:20][C:4]1[CH:3]=[C:2]([Cl:1])[C:7]([O:8][C:9]2[S:10][C:11]3[CH:17]=[C:16]([Cl:18])[CH:15]=[CH:14][C:12]=3[N:13]=2)=[C:6]([Cl:19])[CH:5]=1)(=[O:34])=[O:33]. The yield is 0.650. (4) The reactants are Br[CH2:2][C:3]1[C:8]([CH2:9][CH3:10])=[CH:7][N:6]=[CH:5][C:4]=1[Cl:11].[SH:12][C:13]1[N:18]=[C:17]([OH:19])[CH:16]=[C:15]([C:20]([F:23])([F:22])[F:21])[N:14]=1.C(N(CC)CC)C.CCOCC. The catalyst is C(O)C. The product is [Cl:11][C:4]1[CH:5]=[N:6][CH:7]=[C:8]([CH2:9][CH3:10])[C:3]=1[CH2:2][S:12][C:13]1[N:18]=[C:17]([OH:19])[CH:16]=[C:15]([C:20]([F:23])([F:21])[F:22])[N:14]=1. The yield is 0.400. (5) The reactants are [CH3:1][S:2](Cl)(=[O:4])=[O:3].[F:6][CH:7]([F:40])[C:8]1[N:12]([C:13]2[N:21]=[C:20]3[C:16]([N:17]=[CH:18][N:19]3[CH:22]3[CH2:27][CH2:26][NH:25][CH2:24][CH2:23]3)=[C:15]([N:28]3[CH2:33][CH2:32][O:31][CH2:30][CH2:29]3)[N:14]=2)[C:11]2[CH:34]=[CH:35][CH:36]=[C:37]([O:38][CH3:39])[C:10]=2[N:9]=1.C([O-])([O-])=O.[K+].[K+].O. The catalyst is C(Cl)Cl. The product is [F:40][CH:7]([F:6])[C:8]1[N:12]([C:13]2[N:21]=[C:20]3[C:16]([N:17]=[CH:18][N:19]3[CH:22]3[CH2:27][CH2:26][N:25]([S:2]([CH3:1])(=[O:4])=[O:3])[CH2:24][CH2:23]3)=[C:15]([N:28]3[CH2:29][CH2:30][O:31][CH2:32][CH2:33]3)[N:14]=2)[C:11]2[CH:34]=[CH:35][CH:36]=[C:37]([O:38][CH3:39])[C:10]=2[N:9]=1. The yield is 0.880. (6) The reactants are [F:1][C:2]1[CH:8]=[CH:7][C:5]([NH2:6])=[CH:4][C:3]=1[O:9][CH3:10].[F:11][C:12]([F:22])([F:21])[C:13]1[CH:14]=[C:15]([CH:18]=[CH:19][CH:20]=1)[CH:16]=O.O=[C:24]([CH2:28][CH3:29])[C:25]([OH:27])=[O:26]. The catalyst is C(O)C. The product is [F:1][C:2]1[CH:8]=[C:7]2[C:5](=[CH:4][C:3]=1[O:9][CH3:10])[N:6]=[C:16]([C:15]1[CH:18]=[CH:19][CH:20]=[C:13]([C:12]([F:22])([F:21])[F:11])[CH:14]=1)[C:28]([CH3:29])=[C:24]2[C:25]([OH:27])=[O:26]. The yield is 0.530. (7) The reactants are [Cl:1][C:2]1[CH:7]=[CH:6][CH:5]=[C:4]([Cl:8])[C:3]=1[N:9]1[C:13]([CH2:14][O:15][C:16]2[CH:21]=[CH:20][C:19]([CH:22](C)[CH:23]=[O:24])=[C:18]([CH3:26])[CH:17]=2)=[C:12]([CH:27]([CH3:29])[CH3:28])[CH:11]=[N:10]1.ClC1C=CC=C(Cl)C=1N1C(COC2C=CC(C=COC)=C(C)C=2)=C(C(C)C)C=N1. No catalyst specified. The product is [Cl:1][C:2]1[CH:7]=[CH:6][CH:5]=[C:4]([Cl:8])[C:3]=1[N:9]1[C:13]([CH2:14][O:15][C:16]2[CH:21]=[CH:20][C:19]([CH2:22][CH:23]=[O:24])=[C:18]([CH3:26])[CH:17]=2)=[C:12]([CH:27]([CH3:29])[CH3:28])[CH:11]=[N:10]1. The yield is 1.00.